This data is from Reaction yield outcomes from USPTO patents with 853,638 reactions. The task is: Predict the reaction yield, written as a fraction of the theoretical maximum amount of product (1.0 means a 100% yield; for example, 0.34 means a 34% yield). (1) The reactants are Cl.[CH3:2][NH2:3].C[Al](C)C.C(OC([C:13]1[N:14]([CH2:21][CH2:22][O:23][CH3:24])[N:15]=[CH:16][C:17]=1[N+:18]([O-:20])=[O:19])=O)C.[O-]S([O-])(=O)=O.[Mg+2].[O:31]1[CH2:36]COCC1. The catalyst is O. The product is [CH3:2][NH:3][C:36]([C:16]1[C:17]([N+:18]([O-:20])=[O:19])=[CH:13][N:14]([CH2:21][CH2:22][O:23][CH3:24])[N:15]=1)=[O:31]. The yield is 0.160. (2) The reactants are B(Br)(Br)Br.[Cl:5][C:6]1[CH:11]=[CH:10][C:9]([CH2:12][C:13]#[N:14])=[CH:8][C:7]=1[O:15]C.O. The catalyst is ClCCl. The product is [Cl:5][C:6]1[CH:11]=[CH:10][C:9]([CH2:12][C:13]#[N:14])=[CH:8][C:7]=1[OH:15]. The yield is 0.850. (3) The reactants are Br[C:2]1[CH:22]=[C:21]([CH3:23])[CH:20]=[CH:19][C:3]=1[O:4][C:5]1[C:14]2[C:9](=[CH:10][C:11]([O:17][CH3:18])=[C:12]([O:15][CH3:16])[CH:13]=2)[N:8]=[CH:7][CH:6]=1.C([Li])CCC.CCCCCC.[C:35]([CH2:39][C:40](Cl)=[O:41])([CH3:38])([CH3:37])[CH3:36].O. The catalyst is O1CCCC1. The product is [CH3:16][O:15][C:12]1[CH:13]=[C:14]2[C:9](=[CH:10][C:11]=1[O:17][CH3:18])[N:8]=[CH:7][CH:6]=[C:5]2[O:4][C:3]1[CH:19]=[CH:20][C:21]([CH3:23])=[CH:22][C:2]=1[C:40](=[O:41])[CH2:39][C:35]([CH3:38])([CH3:37])[CH3:36]. The yield is 0.140. (4) The catalyst is O1CCOCC1.[Cu]I. The yield is 1.00. The reactants are [Br:1][C:2]1[CH:7]=[C:6]([C:8]#[N:9])[CH:5]=[C:4](Br)[C:3]=1[NH:11][C:12]([NH2:14])=[S:13].N1C2C(=CC=C3C=2N=CC=C3)C=CC=1.C([O-])([O-])=O.[Cs+].[Cs+].O. The product is [NH2:14][C:12]1[S:13][C:4]2[CH:5]=[C:6]([C:8]#[N:9])[CH:7]=[C:2]([Br:1])[C:3]=2[N:11]=1. (5) The reactants are CO[C:3](=[O:39])[C:4]1[CH:9]=[C:8]([C:10]2[CH:11]=[C:12]3[C:18]([C:19]4[CH:24]=[CH:23][CH:22]=[CH:21][C:20]=4[O:25][CH3:26])=[CH:17][N:16](S(C4C=CC(C)=CC=4)(=O)=O)[C:13]3=[N:14][CH:15]=2)[CH:7]=[C:6]([F:37])[C:5]=1[OH:38].[CH3:40][NH:41][CH3:42]. The catalyst is C1COCC1. The product is [F:37][C:6]1[C:5]([OH:38])=[C:4]([CH:9]=[C:8]([C:10]2[CH:11]=[C:12]3[C:18]([C:19]4[CH:24]=[CH:23][CH:22]=[CH:21][C:20]=4[O:25][CH3:26])=[CH:17][NH:16][C:13]3=[N:14][CH:15]=2)[CH:7]=1)[C:3]([N:41]([CH3:42])[CH3:40])=[O:39]. The yield is 0.370. (6) The reactants are [OH-].[K+].[Cl:3][C:4]1[C:5]([N:10]2[C:14]([C:15]([O:17]CC)=[O:16])=[CH:13][C:12]([C:20]([F:23])([F:22])[F:21])=[N:11]2)=[N:6][CH:7]=[CH:8][CH:9]=1. The yield is 0.930. The product is [Cl:3][C:4]1[C:5]([N:10]2[C:14]([C:15]([OH:17])=[O:16])=[CH:13][C:12]([C:20]([F:23])([F:21])[F:22])=[N:11]2)=[N:6][CH:7]=[CH:8][CH:9]=1. The catalyst is O.C(O)C.